Predict the product of the given reaction. From a dataset of Forward reaction prediction with 1.9M reactions from USPTO patents (1976-2016). (1) Given the reactants C(OC([N:8]1[CH2:13][CH2:12][CH2:11][C@H:10]([CH2:14][C:15]([OH:17])=[O:16])[CH2:9]1)=O)(C)(C)C.[CH2:18](O)[CH3:19], predict the reaction product. The product is: [NH:8]1[CH2:13][CH2:12][CH2:11][C@H:10]([CH2:14][C:15]([O:17][CH2:18][CH3:19])=[O:16])[CH2:9]1. (2) Given the reactants [Br:1][C:2]1[CH:11]=[CH:10][C:9]2[NH:8][C:7](=[O:12])[C:6]3[NH:13][N:14]=[CH:15][C:5]=3[C:4]=2[CH:3]=1.[H-].[Na+].CN([CH:21]=[O:22])C, predict the reaction product. The product is: [Br:1][C:2]1[CH:11]=[CH:10][C:9]2[NH:8][C:7](=[O:12])[C:6]3[N:13]([CH2:5][C:4]4[CH:9]=[CH:10][C:11]([O:22][CH3:21])=[CH:2][CH:3]=4)[N:14]=[CH:15][C:5]=3[C:4]=2[CH:3]=1. (3) Given the reactants Br[C:2]1[C:10]2[O:9][CH:8]([CH2:11][NH:12][CH3:13])[CH2:7][C:6]=2[CH:5]=[CH:4][CH:3]=1.[CH3:14][C:15]1[CH:16]=[C:17](B(O)O)[CH:18]=[CH:19][CH:20]=1, predict the reaction product. The product is: [CH3:13][NH:12][CH2:11][CH:8]1[CH2:7][C:6]2[CH:5]=[CH:4][CH:3]=[C:2]([C:19]3[CH:18]=[CH:17][CH:16]=[C:15]([CH3:14])[CH:20]=3)[C:10]=2[O:9]1. (4) Given the reactants [Cl:1][C:2]1[CH:10]=[CH:9][CH:8]=[C:7]([F:11])[C:3]=1[C:4]([OH:6])=O.[F:12][C:13]1([F:28])[CH2:18][CH2:17][C:16]([CH2:26][NH2:27])([C:19]2[CH:20]=[N:21][C:22]([F:25])=[CH:23][CH:24]=2)[CH2:15][CH2:14]1, predict the reaction product. The product is: [Cl:1][C:2]1[CH:10]=[CH:9][CH:8]=[C:7]([F:11])[C:3]=1[C:4]([NH:27][CH2:26][C:16]1([C:19]2[CH:20]=[N:21][C:22]([F:25])=[CH:23][CH:24]=2)[CH2:17][CH2:18][C:13]([F:12])([F:28])[CH2:14][CH2:15]1)=[O:6]. (5) Given the reactants Cl.Cl.[NH2:3][CH2:4][C:5]1[CH:6]=[C:7]([C:11]2[C:12]3[N:13]([N:18]=[C:19]([NH:21][C:22]4[CH:27]=[CH:26][C:25]([N:28]5[CH:32]=[C:31]([CH3:33])[N:30]=[CH:29]5)=[C:24]([O:34][CH3:35])[CH:23]=4)[N:20]=3)[CH:14]=[C:15]([CH3:17])[CH:16]=2)[CH:8]=[CH:9][CH:10]=1.[CH:36](NC(C)C)([CH3:38])[CH3:37].CC(=O)C.C(O[BH-](OC(=O)C)OC(=O)C)(=O)C.[Na+].C(O)(=O)C, predict the reaction product. The product is: [CH:36]([NH:3][CH2:4][C:5]1[CH:6]=[C:7]([C:11]2[C:12]3[N:13]([N:18]=[C:19]([NH:21][C:22]4[CH:27]=[CH:26][C:25]([N:28]5[CH:32]=[C:31]([CH3:33])[N:30]=[CH:29]5)=[C:24]([O:34][CH3:35])[CH:23]=4)[N:20]=3)[CH:14]=[C:15]([CH3:17])[CH:16]=2)[CH:8]=[CH:9][CH:10]=1)([CH3:38])[CH3:37]. (6) Given the reactants [CH:1]1([C:4]2[N:5]=[C:6]3[CH:11]=[CH:10][C:9]([N:12]4[CH:17]=[CH:16][C:15]([CH2:18][OH:19])=[CH:14][C:13]4=[O:20])=[CH:8][N:7]3[C:21]=2[CH3:22])[CH2:3][CH2:2]1.[F:23][C:24]1[CH:29]=[CH:28][C:27](O)=[CH:26][CH:25]=1.C(P(CCCC)CCCC)CCC.N(C(N1CCCCC1)=O)=NC(N1CCCCC1)=O, predict the reaction product. The product is: [CH:1]1([C:4]2[N:5]=[C:6]3[CH:11]=[CH:10][C:9]([N:12]4[CH:17]=[CH:16][C:15]([CH2:18][O:19][C:27]5[CH:28]=[CH:29][C:24]([F:23])=[CH:25][CH:26]=5)=[CH:14][C:13]4=[O:20])=[CH:8][N:7]3[C:21]=2[CH3:22])[CH2:2][CH2:3]1.